Predict which catalyst facilitates the given reaction. From a dataset of Catalyst prediction with 721,799 reactions and 888 catalyst types from USPTO. (1) Reactant: C[O:2][C:3](=[O:43])[C:4]1[CH:9]=[CH:8][C:7]([NH:10][C:11](=[O:42])[C:12]2[CH:17]=[C:16]([Cl:18])[C:15]([O:19][C:20]3[CH:25]=[CH:24][N:23]=[CH:22][C:21]=3[C:26]([N:28]3[C:37]4[C:32](=[CH:33][CH:34]=[CH:35][CH:36]=4)[N:31]([CH:38]4[CH2:40][CH2:39]4)[CH2:30][CH2:29]3)=[O:27])=[CH:14][C:13]=2[Cl:41])=[CH:6][CH:5]=1.O.O.[OH-].[Li+]. Product: [Cl:41][C:13]1[CH:14]=[C:15]([O:19][C:20]2[CH:25]=[CH:24][N:23]=[CH:22][C:21]=2[C:26]([N:28]2[C:37]3[C:32](=[CH:33][CH:34]=[CH:35][CH:36]=3)[N:31]([CH:38]3[CH2:39][CH2:40]3)[CH2:30][CH2:29]2)=[O:27])[C:16]([Cl:18])=[CH:17][C:12]=1[C:11]([NH:10][C:7]1[CH:8]=[CH:9][C:4]([C:3]([OH:43])=[O:2])=[CH:5][CH:6]=1)=[O:42]. The catalyst class is: 12. (2) Reactant: [CH3:1][O:2][CH2:3][CH2:4][NH:5][CH3:6].C(=O)([O-])[O-].[K+].[K+].Cl[C:14]1[C:19]([Cl:20])=[CH:18][N:17]=[C:16]([NH:21][C:22]2[CH:27]=[CH:26][CH:25]=[CH:24][CH:23]=2)[N:15]=1.O. Product: [Cl:20][C:19]1[C:14]([N:5]([CH2:4][CH2:3][O:2][CH3:1])[CH3:6])=[N:15][C:16]([NH:21][C:22]2[CH:27]=[CH:26][CH:25]=[CH:24][CH:23]=2)=[N:17][CH:18]=1. The catalyst class is: 9. (3) Reactant: [N+:1]([C:4]1[CH:9]=[CH:8][C:7](/[C:10](/[C:17]2[CH:22]=[CH:21][CH:20]=[CH:19][CH:18]=2)=[CH:11]\[C:12]([O:14]CC)=[O:13])=[CH:6][CH:5]=1)([O-:3])=[O:2].C([O-])([O-])=O.[K+].[K+]. The catalyst class is: 5. Product: [N+:1]([C:4]1[CH:5]=[CH:6][C:7](/[C:10](/[C:17]2[CH:18]=[CH:19][CH:20]=[CH:21][CH:22]=2)=[CH:11]\[C:12]([OH:14])=[O:13])=[CH:8][CH:9]=1)([O-:3])=[O:2]. (4) Reactant: [Cl:1][C:2]1[CH:3]=[C:4]([CH:8]2[S:13][CH2:12][CH2:11][CH2:10][S:9]2)[CH:5]=[CH:6][CH:7]=1.C([Li])CCC.[C:19](Cl)(=[O:21])[CH3:20]. Product: [C:19]([C:8]1([C:4]2[CH:5]=[CH:6][CH:7]=[C:2]([Cl:1])[CH:3]=2)[S:9][CH2:10][CH2:11][CH2:12][S:13]1)(=[O:21])[CH3:20]. The catalyst class is: 1. (5) Reactant: [Br:1][C:2]1[CH:10]=[CH:9][C:5]([CH2:6][CH2:7]Br)=[CH:4][CH:3]=1.C1COCC1.[CH3:16][O:17][C:18]1[CH:23]=[CH:22][C:21]([Mg]Br)=[CH:20][CH:19]=1. Product: [Br:1][C:2]1[CH:10]=[CH:9][C:5]([CH2:6][CH2:7][C:21]2[CH:22]=[CH:23][C:18]([O:17][CH3:16])=[CH:19][CH:20]=2)=[CH:4][CH:3]=1. The catalyst class is: 195. (6) Reactant: [NH2:1][C@@H:2]([C@H:6]([OH:8])[CH3:7])[C:3]([OH:5])=[O:4].O=S(Cl)Cl.[CH3:13]CN(CC)CC. Product: [NH2:1][C@@H:2]([C@H:6]([OH:8])[CH3:7])[C:3]([O:5][CH3:13])=[O:4]. The catalyst class is: 5. (7) Reactant: C[O:2][C:3](=[O:25])[CH2:4][C:5]1[C:14]([CH3:15])=[C:13]([CH2:16][C:17]2[CH:22]=[CH:21][C:20]([CH3:23])=[CH:19][CH:18]=2)[C:12]2[C:7](=[CH:8][CH:9]=[C:10]([F:24])[CH:11]=2)[CH:6]=1.O.[OH-].[Li+].Cl. Product: [F:24][C:10]1[CH:11]=[C:12]2[C:7](=[CH:8][CH:9]=1)[CH:6]=[C:5]([CH2:4][C:3]([OH:25])=[O:2])[C:14]([CH3:15])=[C:13]2[CH2:16][C:17]1[CH:18]=[CH:19][C:20]([CH3:23])=[CH:21][CH:22]=1. The catalyst class is: 30.